This data is from Forward reaction prediction with 1.9M reactions from USPTO patents (1976-2016). The task is: Predict the product of the given reaction. (1) Given the reactants [NH2:1][C:2]1[N:11]=[C:10]([NH2:12])[C:9]([Cl:13])=[CH:8][C:3]=1[C:4]([O:6][CH3:7])=[O:5].Cl[CH2:15][CH:16]=O, predict the reaction product. The product is: [NH2:12][C:10]1[N:11]2[CH:15]=[CH:16][N:1]=[C:2]2[C:3]([C:4]([O:6][CH3:7])=[O:5])=[CH:8][C:9]=1[Cl:13]. (2) Given the reactants [Br:1][C:2]1[CH:3]=[C:4]([C:12]([OH:14])=[O:13])[C:5]2[C:10]([CH:11]=1)=[CH:9][CH:8]=[CH:7][CH:6]=2.C(Cl)(=O)C(Cl)=O.[CH3:21][N:22]1[CH2:27][CH2:26][C:25]([CH2:35]O)([C:28]2[CH:33]=[CH:32][C:31]([F:34])=[CH:30][CH:29]=2)[CH2:24][CH2:23]1.C(N(CC)CC)C, predict the reaction product. The product is: [CH3:21][N:22]1[CH2:27][CH2:26][C:25]([CH2:35][O:13][C:12]([C:4]2[C:5]3[C:10](=[CH:9][CH:8]=[CH:7][CH:6]=3)[CH:11]=[C:2]([Br:1])[CH:3]=2)=[O:14])([C:28]2[CH:29]=[CH:30][C:31]([F:34])=[CH:32][CH:33]=2)[CH2:24][CH2:23]1. (3) Given the reactants [NH2:1][C:2]1[CH:7]=[CH:6][C:5]([S:8][C:9]#[N:10])=[CH:4][CH:3]=1.[C:11]1([CH3:21])[CH:16]=[CH:15][C:14]([S:17](Cl)(=[O:19])=[O:18])=[CH:13][CH:12]=1.O, predict the reaction product. The product is: [S:8]([C:5]1[CH:6]=[CH:7][C:2]([NH:1][S:17]([C:14]2[CH:15]=[CH:16][C:11]([CH3:21])=[CH:12][CH:13]=2)(=[O:19])=[O:18])=[CH:3][CH:4]=1)[C:9]#[N:10]. (4) Given the reactants [CH3:1][Si:2]([C:5]#[CH:6])([CH3:4])[CH3:3].[CH3:7][O:8][C:9](=[O:22])[CH2:10][C:11]1[C:20]2[C:15](=[CH:16][CH:17]=[C:18](Br)[CH:19]=2)[CH:14]=[N:13][CH:12]=1, predict the reaction product. The product is: [CH3:7][O:8][C:9](=[O:22])[CH2:10][C:11]1[C:20]2[C:15](=[CH:16][CH:17]=[C:18]([C:6]#[C:5][Si:2]([CH3:4])([CH3:3])[CH3:1])[CH:19]=2)[CH:14]=[N:13][CH:12]=1. (5) Given the reactants [NH2:1][C:2]1[S:3][C:4]([C:13]([C:15]2[CH:20]=[CH:19][C:18]([CH2:21][CH2:22][CH2:23][CH3:24])=[CH:17][CH:16]=2)=[O:14])=[C:5]([C:7]2[CH:12]=[CH:11][CH:10]=[CH:9][CH:8]=2)[N:6]=1.[CH2:25]([O:27][C:28]1[C:33]([O:34][CH2:35][CH3:36])=[CH:32][C:31]([C:37](=[O:43])[CH2:38][CH2:39][C:40](O)=[O:41])=[C:30]([CH3:44])[CH:29]=1)[CH3:26].CCN=C=NCCCN(C)C.C1C=CC2N(O)N=NC=2C=1, predict the reaction product. The product is: [CH2:21]([C:18]1[CH:17]=[CH:16][C:15]([C:13]([C:4]2[S:3][C:2]([NH:1][C:40](=[O:41])[CH2:39][CH2:38][C:37]([C:31]3[CH:32]=[C:33]([O:34][CH2:35][CH3:36])[C:28]([O:27][CH2:25][CH3:26])=[CH:29][C:30]=3[CH3:44])=[O:43])=[N:6][C:5]=2[C:7]2[CH:8]=[CH:9][CH:10]=[CH:11][CH:12]=2)=[O:14])=[CH:20][CH:19]=1)[CH2:22][CH2:23][CH3:24]. (6) Given the reactants Br[C:2]1[N:7]=[C:6]([C:8]([O:10][CH2:11][CH3:12])=[O:9])[C:5]([NH:13][CH:14]([CH3:18])[CH2:15][O:16][CH3:17])=[CH:4][CH:3]=1.[Br:19][C:20]1[CH:21]=[CH:22][C:23]([F:29])=[C:24](B(O)O)[CH:25]=1, predict the reaction product. The product is: [Br:19][C:20]1[CH:25]=[CH:24][C:23]([F:29])=[C:22]([C:2]2[N:7]=[C:6]([C:8]([O:10][CH2:11][CH3:12])=[O:9])[C:5]([NH:13][CH:14]([CH3:18])[CH2:15][O:16][CH3:17])=[CH:4][CH:3]=2)[CH:21]=1. (7) Given the reactants BrC(Br)C.Cl[CH2:6][C:7]([C:10]1[CH:15]=[C:14]([CH3:16])[CH:13]=[CH:12][C:11]=1[O:17][CH3:18])([CH3:9])[CH3:8].[F:19][C:20]([F:31])([F:30])[C:21](O[C:21](=[O:22])[C:20]([F:31])([F:30])[F:19])=[O:22].Cl, predict the reaction product. The product is: [F:19][C:20]([F:31])([F:30])[C:21](=[O:22])[CH2:6][C:7]([C:10]1[CH:15]=[C:14]([CH3:16])[CH:13]=[CH:12][C:11]=1[O:17][CH3:18])([CH3:9])[CH3:8]. (8) Given the reactants [NH2:1][C:2]1[N:10]=[CH:9][CH:8]=[CH:7][C:3]=1[C:4]([OH:6])=O.ON1C2C=CC=CC=2N=N1.CCN=C=NCCCN(C)C.[F:32][C:33]1[CH:34]=[C:35]([CH:45]=[CH:46][CH:47]=1)[O:36][C:37]1[CH:38]=[C:39]([CH:42]=[CH:43][CH:44]=1)[CH2:40][NH2:41].C(=O)(O)[O-].[Na+], predict the reaction product. The product is: [F:32][C:33]1[CH:34]=[C:35]([CH:45]=[CH:46][CH:47]=1)[O:36][C:37]1[CH:38]=[C:39]([CH2:40][NH:41][C:4](=[O:6])[C:3]2[CH:7]=[CH:8][CH:9]=[N:10][C:2]=2[NH2:1])[CH:42]=[CH:43][CH:44]=1.